This data is from Skin sensitization/reaction prediction data. The task is: Regression/Classification. Given a drug SMILES string, predict its toxicity properties. Task type varies by dataset: regression for continuous values (e.g., LD50, hERG inhibition percentage) or binary classification for toxic/non-toxic outcomes (e.g., AMES mutagenicity, cardiotoxicity, hepatotoxicity). Dataset: skin_reaction. The molecule is Cc1ccc(Nc2nccc(N(C)c3ccc4c(C)n(C)nc4c3)n2)cc1S(N)(=O)=O. The result is 0 (no skin reaction).